The task is: Predict the product of the given reaction.. This data is from Forward reaction prediction with 1.9M reactions from USPTO patents (1976-2016). (1) Given the reactants [CH2:1]([NH:3][CH2:4][CH2:5][N:6]1[CH2:11][CH2:10][C:9]2[NH:12][CH:13]=[C:14]([CH3:15])[C:8]=2[C:7]1=[O:16])[CH3:2].[C:17](O[C:17]([O:19][C:20]([CH3:23])([CH3:22])[CH3:21])=[O:18])([O:19][C:20]([CH3:23])([CH3:22])[CH3:21])=[O:18].C(=O)([O-])[O-].[K+].[K+], predict the reaction product. The product is: [C:20]([O:19][C:17](=[O:18])[N:3]([CH2:1][CH3:2])[CH2:4][CH2:5][N:6]1[CH2:11][CH2:10][C:9]2[NH:12][CH:13]=[C:14]([CH3:15])[C:8]=2[C:7]1=[O:16])([CH3:23])([CH3:22])[CH3:21]. (2) Given the reactants Br[C:2]1[CH:3]=[CH:4][C:5]([N:8]2[CH2:13][CH2:12][N:11]([C:14]([O:16][CH2:17][C:18]([O:20][CH2:21][CH3:22])=[O:19])=[O:15])[CH2:10][CH2:9]2)=[N:6][CH:7]=1.[F:23][C:24]([F:35])([F:34])[C:25]1[CH:30]=[CH:29][C:28](B(O)O)=[CH:27][CH:26]=1, predict the reaction product. The product is: [F:23][C:24]([F:35])([F:34])[C:25]1[CH:30]=[CH:29][C:28]([C:2]2[CH:3]=[CH:4][C:5]([N:8]3[CH2:13][CH2:12][N:11]([C:14]([O:16][CH2:17][C:18]([O:20][CH2:21][CH3:22])=[O:19])=[O:15])[CH2:10][CH2:9]3)=[N:6][CH:7]=2)=[CH:27][CH:26]=1.